This data is from Blood-brain barrier penetration binary classification data from Martins et al.. The task is: Regression/Classification. Given a drug SMILES string, predict its absorption, distribution, metabolism, or excretion properties. Task type varies by dataset: regression for continuous measurements (e.g., permeability, clearance, half-life) or binary classification for categorical outcomes (e.g., BBB penetration, CYP inhibition). Dataset: bbb_martins. (1) The drug is CN1CCN(c2ccccc2Cc2ccccc2)CC1. The result is 1 (penetrates BBB). (2) The compound is CN[C@@H]1[C@H](O[C@H]2[C@H](O[C@@H]3[C@@H](O)[C@H](O)[C@@H](N=C(N)N)[C@H](O)[C@H]3N=C(N)N)O[C@@H](C)[C@]2(O)CO)O[C@@H](CO)[C@H](O)[C@H]1O. The result is 0 (does not penetrate BBB). (3) The drug is CCOCC. The result is 1 (penetrates BBB). (4) The drug is C[C@]1(Cn2ccnn2)[C@H](C(=O)O)N2C(=O)C[C@H]2S1(=O)=O. The result is 0 (does not penetrate BBB). (5) The molecule is O=C(/C=C/c1ccc2c(c1)OCO2)N1CCCCC1. The result is 1 (penetrates BBB). (6) The compound is CCOC(=O)N1CCC(=C2c3ccc(Cl)cc3CCc3cccnc32)CC1. The result is 0 (does not penetrate BBB).